From a dataset of Full USPTO retrosynthesis dataset with 1.9M reactions from patents (1976-2016). Predict the reactants needed to synthesize the given product. (1) Given the product [Br:3][C:4]1[CH:5]=[C:6]([CH3:13])[C:7]([OH:12])=[C:8]([CH:11]=1)/[CH:9]=[N:1]\[OH:2], predict the reactants needed to synthesize it. The reactants are: [NH2:1][OH:2].[Br:3][C:4]1[CH:5]=[C:6]([CH3:13])[C:7]([OH:12])=[C:8]([CH:11]=1)[CH:9]=O. (2) Given the product [Br:34][C:25]1[C:23](=[O:24])[NH:22][C:20](=[O:21])[N:19]([CH:26]=1)[C@@H:6]1[O:7][C@H:8]([CH2:14][O:15][C:16](=[O:18])[CH3:17])[C@@H:9]([O:10][C:11](=[O:13])[CH3:12])[C@H:5]1[O:4][C:1](=[O:3])[CH3:2], predict the reactants needed to synthesize it. The reactants are: [C:1]([O:4][C@@H:5]1[C@H:9]([O:10][C:11](=[O:13])[CH3:12])[C@@H:8]([CH2:14][O:15][C:16](=[O:18])[CH3:17])[O:7][C@H:6]1[N:19]1[CH:26]=[CH:25][C:23](=[O:24])[NH:22][C:20]1=[O:21])(=[O:3])[CH3:2].C(OC(=O)C)(=O)C.[Br:34]Br.C(O)C. (3) Given the product [CH3:1][C:2]1[N:12]2[C:13]3[C:8]([O:9][CH2:10][CH:11]2[CH2:14][O:15][S:22]([C:19]2[CH:20]=[CH:21][C:16]([CH3:26])=[CH:17][CH:18]=2)(=[O:24])=[O:23])=[CH:7][CH:6]=[CH:5][C:4]=3[N:3]=1, predict the reactants needed to synthesize it. The reactants are: [CH3:1][C:2]1[N:12]2[C:13]3[C:8]([O:9][CH2:10][CH:11]2[CH2:14][OH:15])=[CH:7][CH:6]=[CH:5][C:4]=3[N:3]=1.[C:16]1([CH3:26])[CH:21]=[CH:20][C:19]([S:22](Cl)(=[O:24])=[O:23])=[CH:18][CH:17]=1. (4) Given the product [CH3:33][O:32][C:24]1[C:25]([CH:2]2[CH2:11][CH2:10][C:9]3[C:4](=[CH:5][CH:6]=[C:7]([O:12][CH3:13])[CH:8]=3)[C:3]2=[O:14])=[CH:26][CH:27]=[C:20]([O:19][CH3:18])[C:21]=1[C:22]#[N:23], predict the reactants needed to synthesize it. The reactants are: Br[C:2]1[CH2:11][CH2:10][C:9]2[C:4](=[CH:5][CH:6]=[C:7]([O:12][CH3:13])[CH:8]=2)[C:3]=1[O:14]C(=O)C.[CH3:18][O:19][C:20]1[C:27]([Sn](C)(C)C)=[CH:26][CH:25]=[C:24]([O:32][CH3:33])[C:21]=1[C:22]#[N:23].[OH-].[Na+].Cl. (5) Given the product [O:28]1[C:32]2[CH:33]=[CH:34][CH:35]=[C:36]([C:37]([NH:1][CH2:2][C@@H:3]([NH:7][C:8](=[O:20])[C@@H:9]([NH:13][C:14]([O:16][CH:17]([CH3:19])[CH3:18])=[O:15])[CH:10]([CH3:11])[CH3:12])[CH:4]([CH3:6])[CH3:5])=[O:38])[C:31]=2[N:30]=[N:29]1, predict the reactants needed to synthesize it. The reactants are: [NH2:1][CH2:2][C@@H:3]([NH:7][C:8](=[O:20])[C@@H:9]([NH:13][C:14]([O:16][CH:17]([CH3:19])[CH3:18])=[O:15])[CH:10]([CH3:12])[CH3:11])[CH:4]([CH3:6])[CH3:5].C(N(CC)CC)C.[O:28]1[C:32]2=[CH:33][CH:34]=[CH:35][C:36]([C:37](Cl)=[O:38])=[C:31]2[N:30]=[N:29]1.C(OCC)(=O)C. (6) Given the product [CH:25]1([NH:30][CH2:22][C:17]2[CH:16]=[C:15]3[C:20]([CH:21]=[C:12]([C:10]4[N:11]=[C:7]([C:4]5[CH:5]=[CH:6][N:1]=[CH:2][CH:3]=5)[S:8][CH:9]=4)[C:13](=[O:24])[NH:14]3)=[CH:19][CH:18]=2)[CH2:29][CH2:28][CH2:27][CH2:26]1, predict the reactants needed to synthesize it. The reactants are: [N:1]1[CH:6]=[CH:5][C:4]([C:7]2[S:8][CH:9]=[C:10]([C:12]3[C:13](=[O:24])[NH:14][C:15]4[C:20]([CH:21]=3)=[CH:19][CH:18]=[C:17]([CH:22]=O)[CH:16]=4)[N:11]=2)=[CH:3][CH:2]=1.[CH:25]1([NH2:30])[CH2:29][CH2:28][CH2:27][CH2:26]1. (7) The reactants are: [CH2:1]([O:15][C:16]1[O:20][C:19]([C:21]([OH:23])=O)=[CH:18][CH:17]=1)[CH2:2][CH2:3][CH2:4][CH2:5][CH2:6][CH2:7][CH2:8][CH2:9][CH2:10][CH2:11][CH2:12][CH2:13][CH3:14].[CH3:24][C:25]1[CH:30]=[CH:29][C:28]([S:31]([NH2:34])(=[O:33])=[O:32])=[CH:27][CH:26]=1. Given the product [CH2:1]([O:15][C:16]1[O:20][C:19]([C:21]([NH:34][S:31]([C:28]2[CH:29]=[CH:30][C:25]([CH3:24])=[CH:26][CH:27]=2)(=[O:32])=[O:33])=[O:23])=[CH:18][CH:17]=1)[CH2:2][CH2:3][CH2:4][CH2:5][CH2:6][CH2:7][CH2:8][CH2:9][CH2:10][CH2:11][CH2:12][CH2:13][CH3:14], predict the reactants needed to synthesize it. (8) Given the product [CH2:21]([N:18]1[CH2:17][CH2:16][N:15]([C:14]2[C:8]3[O:7][C:6]([C:4]([N:38]([CH3:39])[CH3:37])=[O:3])=[CH:10][C:9]=3[CH:11]=[CH:12][CH:13]=2)[CH2:20][CH2:19]1)[C:22]1[CH:27]=[CH:26][CH:25]=[CH:24][CH:23]=1, predict the reactants needed to synthesize it. The reactants are: C([O:3][C:4]([C:6]1[O:7][C:8]2[C:14]([N:15]3[CH2:20][CH2:19][N:18]([CH2:21][C:22]4[CH:27]=[CH:26][CH:25]=[CH:24][CH:23]=4)[CH2:17][CH2:16]3)=[CH:13][CH:12]=[CH:11][C:9]=2[CH:10]=1)=O)C.C[Al](C)C.C[Al](C)C.C1N2CC[N:38]([CH2:39]C2)[CH2:37]1.CNC.